This data is from Forward reaction prediction with 1.9M reactions from USPTO patents (1976-2016). The task is: Predict the product of the given reaction. The product is: [OH:26][CH:24]([CH3:25])[CH2:23][NH:22][C:3]1[N:4]=[N:5][C:6]([C:20]#[N:21])=[C:7]([N:9]2[CH2:15][CH2:14][C:13]3[CH:16]=[CH:17][CH:18]=[CH:19][C:12]=3[CH2:11][CH2:10]2)[N:8]=1. Given the reactants CS[C:3]1[N:4]=[N:5][C:6]([C:20]#[N:21])=[C:7]([N:9]2[CH2:15][CH2:14][C:13]3[CH:16]=[CH:17][CH:18]=[CH:19][C:12]=3[CH2:11][CH2:10]2)[N:8]=1.[NH2:22][CH2:23][CH:24]([OH:26])[CH3:25], predict the reaction product.